From a dataset of Forward reaction prediction with 1.9M reactions from USPTO patents (1976-2016). Predict the product of the given reaction. (1) Given the reactants BrC1C=NC2C3C=CC(C(OC)=O)=CC=3NC=2C=1.[Br:19][C:20]1[CH:21]=[C:22]([N+:37]([O-])=O)[C:23]([C:26]2[CH:31]=[CH:30][C:29]([S:32]([CH3:35])(=[O:34])=[O:33])=[CH:28][C:27]=2[F:36])=[N:24][CH:25]=1, predict the reaction product. The product is: [Br:19][C:20]1[CH:25]=[N:24][C:23]2[C:26]3[C:27]([F:36])=[CH:28][C:29]([S:32]([CH3:35])(=[O:34])=[O:33])=[CH:30][C:31]=3[NH:37][C:22]=2[CH:21]=1. (2) Given the reactants FC(F)(F)C(O)=O.[CH:8]([O:11][C:12]1[N:17]=[CH:16][C:15]([O:18][C:19]2[CH:24]=[CH:23][C:22]([CH2:25][CH2:26][CH:27]([NH2:29])[CH3:28])=[CH:21][CH:20]=2)=[CH:14][CH:13]=1)([CH3:10])[CH3:9].C(N(CC)CC)C.[CH:37]1([C:40](Cl)=[O:41])[CH2:39][CH2:38]1.O, predict the reaction product. The product is: [CH:8]([O:11][C:12]1[N:17]=[CH:16][C:15]([O:18][C:19]2[CH:20]=[CH:21][C:22]([CH2:25][CH2:26][CH:27]([NH:29][C:40]([CH:37]3[CH2:39][CH2:38]3)=[O:41])[CH3:28])=[CH:23][CH:24]=2)=[CH:14][CH:13]=1)([CH3:10])[CH3:9]. (3) Given the reactants [F:1][C:2]1[CH:3]=[C:4]([CH:41]=[C:42]([F:44])[CH:43]=1)[CH2:5][C@H:6]([C:26](N1[C@@H](CC2C=CC=CC=2)COC1=O)=[O:27])[C@@H:7]([C@H:9]1[CH2:18][C:17]2[C:12](=[CH:13][CH:14]=[CH:15][CH:16]=2)[CH2:11][N:10]1[C:19]([O:21][C:22]([CH3:25])([CH3:24])[CH3:23])=[O:20])[OH:8].[Li+].[OH-].OO.C(OCC)(=[O:51])C, predict the reaction product. The product is: [F:44][C:42]1[CH:41]=[C:4]([CH:3]=[C:2]([F:1])[CH:43]=1)[CH2:5][C@@H:6]([C@@H:7]([C@H:9]1[CH2:18][C:17]2[C:12](=[CH:13][CH:14]=[CH:15][CH:16]=2)[CH2:11][N:10]1[C:19]([O:21][C:22]([CH3:23])([CH3:24])[CH3:25])=[O:20])[OH:8])[C:26]([OH:51])=[O:27]. (4) Given the reactants [N:1]1[C:10]2[C:5](=[CH:6][CH:7]=[CH:8][CH:9]=2)[CH:4]=[CH:3][C:2]=1[O:11][CH2:12][CH2:13][CH2:14][CH2:15][CH2:16][CH2:17][CH2:18][C:19]1[O:23][N:22]=[C:21]([C:24]([OH:26])=O)[CH:20]=1.Cl.[O:28]1[CH2:32][CH2:31][CH:30]([CH2:33][NH2:34])[CH2:29]1.C(N(CC)CC)C.Cl.C(N=C=NCCCN(C)C)C, predict the reaction product. The product is: [O:28]1[CH2:32][CH2:31][CH:30]([CH2:33][NH:34][C:24]([C:21]2[CH:20]=[C:19]([CH2:18][CH2:17][CH2:16][CH2:15][CH2:14][CH2:13][CH2:12][O:11][C:2]3[CH:3]=[CH:4][C:5]4[C:10](=[CH:9][CH:8]=[CH:7][CH:6]=4)[N:1]=3)[O:23][N:22]=2)=[O:26])[CH2:29]1.